This data is from Catalyst prediction with 721,799 reactions and 888 catalyst types from USPTO. The task is: Predict which catalyst facilitates the given reaction. (1) Reactant: [Cl:1][C:2]1[CH:3]=[C:4]([N+:15]([O-:17])=[O:16])[CH:5]=[CH:6][C:7]=1[O:8][CH:9]1[CH2:14][CH2:13][NH:12][CH2:11][CH2:10]1.[CH3:18][S:19](Cl)(=[O:21])=[O:20].C(N(CC)CC)C. Product: [Cl:1][C:2]1[CH:3]=[C:4]([N+:15]([O-:17])=[O:16])[CH:5]=[CH:6][C:7]=1[O:8][CH:9]1[CH2:14][CH2:13][N:12]([S:19]([CH3:18])(=[O:21])=[O:20])[CH2:11][CH2:10]1. The catalyst class is: 96. (2) Reactant: [CH3:1][C:2]([S:9]([CH3:12])(=[O:11])=[O:10])([CH3:8])[C:3]([O:5]CC)=[O:4].[Li+].[OH-]. Product: [CH3:1][C:2]([S:9]([CH3:12])(=[O:11])=[O:10])([CH3:8])[C:3]([OH:5])=[O:4]. The catalyst class is: 20. (3) Reactant: [CH3:1][C@:2]12[C:11]3=[CH:12][CH2:13][C@@:14]([CH:17]=[CH2:18])([CH3:16])[CH2:15][CH:10]3[CH2:9][CH2:8][CH:7]1[C@@:6]([C:20](O)=[O:21])([CH3:19])[CH2:5][CH2:4][CH2:3]2.C(Cl)(=O)C(Cl)=O.[CH2:29]([N:31](CC)[CH2:32][CH3:33])[CH3:30].N1CCCC1. Product: [CH3:19][C@@:6]1([C:20]([N:31]2[CH2:32][CH2:33][CH2:30][CH2:29]2)=[O:21])[CH:7]2[C@@:2]([CH3:1])([C:11]3[CH:10]([CH2:9][CH2:8]2)[CH2:15][C@:14]([CH3:16])([CH:17]=[CH2:18])[CH2:13][CH:12]=3)[CH2:3][CH2:4][CH2:5]1. The catalyst class is: 59. (4) Reactant: Cl[CH2:2][C:3]1[CH:8]=[CH:7][C:6]([C:9]2([NH:12][C:13](=[O:15])[CH3:14])[CH2:11][CH2:10]2)=[CH:5][CH:4]=1.Cl.[CH3:17][CH:18]1[CH2:23][NH:22][CH2:21][CH:20]([CH3:24])[N:19]1[C:25]1[N:30]=[CH:29][CH:28]=[CH:27][N:26]=1.C(=O)([O-])[O-].[K+].[K+].O. Product: [CH3:24][CH:20]1[N:19]([C:25]2[N:26]=[CH:27][CH:28]=[CH:29][N:30]=2)[CH:18]([CH3:17])[CH2:23][N:22]([CH2:2][C:3]2[CH:8]=[CH:7][C:6]([C:9]3([NH:12][C:13](=[O:15])[CH3:14])[CH2:11][CH2:10]3)=[CH:5][CH:4]=2)[CH2:21]1. The catalyst class is: 9. (5) Reactant: [CH3:1][O:2][C:3](=[O:12])[CH:4]([C:6]1[CH:11]=[CH:10][CH:9]=[CH:8][CH:7]=1)Br.CCN(CC)CC.[OH:20][CH2:21][CH2:22][N:23]1[CH2:28][CH2:27][NH:26][CH2:25][CH2:24]1. Product: [CH3:1][O:2][C:3](=[O:12])[CH:4]([N:26]1[CH2:27][CH2:28][N:23]([CH2:22][CH2:21][OH:20])[CH2:24][CH2:25]1)[C:6]1[CH:11]=[CH:10][CH:9]=[CH:8][CH:7]=1. The catalyst class is: 7. (6) Reactant: [OH:1][S:2]([OH:5])(=O)=[O:3].[CH3:6][N:7]1[C:16]2[C:11](=[CH:12][CH:13]=[CH:14][CH:15]=2)[CH2:10][CH2:9][CH2:8]1. Product: [CH3:6][N:7]1[C:16]2[C:11](=[CH:12][C:13]([S:2]([OH:5])(=[O:3])=[O:1])=[CH:14][CH:15]=2)[CH2:10][CH2:9][CH2:8]1. The catalyst class is: 28. (7) Reactant: [NH2:1][C:2]1[CH:7]=[CH:6][CH:5]=[C:4]([Cl:8])[N:3]=1.C(N(CC)CC)C.[CH3:16][C:17]([CH3:22])([CH3:21])[C:18](Cl)=[O:19].O. The catalyst class is: 2. Product: [Cl:8][C:4]1[N:3]=[C:2]([NH:1][C:18](=[O:19])[C:17]([CH3:22])([CH3:21])[CH3:16])[CH:7]=[CH:6][CH:5]=1. (8) Product: [CH3:1][C:2]1[CH:7]=[C:6]([C:8]2[CH:17]=[CH:16][C:15]3[C:10](=[CH:11][CH:12]=[CH:13][CH:14]=3)[CH:9]=2)[N:5]=[C:4]([NH:18][C:19]2[CH:28]=[CH:27][C:26]([NH2:29])=[CH:25][C:20]=2[C:21]([O:23][CH3:24])=[O:22])[N:3]=1. The catalyst class is: 312. Reactant: [CH3:1][C:2]1[CH:7]=[C:6]([C:8]2[CH:17]=[CH:16][C:15]3[C:10](=[CH:11][CH:12]=[CH:13][CH:14]=3)[CH:9]=2)[N:5]=[C:4]([NH:18][C:19]2[CH:28]=[CH:27][C:26]([N+:29]([O-])=O)=[CH:25][C:20]=2[C:21]([O:23][CH3:24])=[O:22])[N:3]=1.[H][H]. (9) Reactant: [C:1]([C:3](=[C:9](OCC)[CH2:10][CH3:11])[C:4]([O:6][CH2:7][CH3:8])=[O:5])#N.Cl.[CH:16]1([NH:21][NH2:22])[CH2:20][CH2:19][CH2:18][CH2:17]1.[CH2:23](N(CC)CC)C. Product: [CH:16]1([N:21]2[C:1]([CH3:23])=[C:3]([C:4]([O:6][CH2:7][CH3:8])=[O:5])[C:9]([CH2:10][CH3:11])=[N:22]2)[CH2:20][CH2:19][CH2:18][CH2:17]1. The catalyst class is: 5.